This data is from Forward reaction prediction with 1.9M reactions from USPTO patents (1976-2016). The task is: Predict the product of the given reaction. (1) Given the reactants [Br:1][C:2]1[C:10]2[C:9]([C:11]#[N:12])=[CH:8][CH:7]=[CH:6][C:5]=2[NH:4][CH:3]=1.[H-].[Na+].CI.[CH2:17](OC(=O)C)C, predict the reaction product. The product is: [Br:1][C:2]1[C:10]2[C:9]([C:11]#[N:12])=[CH:8][CH:7]=[CH:6][C:5]=2[N:4]([CH3:17])[CH:3]=1. (2) Given the reactants [CH3:1][N:2]1[C:6]2=[N:7][CH:8]=[CH:9][CH:10]=[C:5]2[N:4]=[C:3]1S(C)(=O)=O.[OH:15][C:16]1[CH:21]=[CH:20][C:19]([N:22]2[C:26]3=[N:27][CH:28]=[CH:29][CH:30]=[C:25]3[N:24]([CH2:31][CH2:32][CH3:33])[C:23]2=[O:34])=[CH:18][CH:17]=1.[H-].[Na+], predict the reaction product. The product is: [CH3:1][N:2]1[C:6]2=[N:7][CH:8]=[CH:9][CH:10]=[C:5]2[N:4]=[C:3]1[O:15][C:16]1[CH:17]=[CH:18][C:19]([N:22]2[C:26]3=[N:27][CH:28]=[CH:29][CH:30]=[C:25]3[N:24]([CH2:31][CH2:32][CH3:33])[C:23]2=[O:34])=[CH:20][CH:21]=1. (3) Given the reactants [F:1][C:2]([F:20])([F:19])[C:3]1[CH:8]=[CH:7][CH:6]=[CH:5][C:4]=1[CH2:9][NH:10][C:11]([CH:13]1[CH2:18][CH2:17][NH:16][CH2:15][CH2:14]1)=[O:12].Cl[C:22]1[CH:27]=[C:26]([C:28]2[CH:33]=[CH:32][CH:31]=[CH:30][CH:29]=2)[N:25]=[C:24]([NH:34][CH3:35])[N:23]=1.[OH-].[Na+], predict the reaction product. The product is: [CH3:35][NH:34][C:24]1[N:23]=[C:22]([N:16]2[CH2:17][CH2:18][CH:13]([C:11]([NH:10][CH2:9][C:4]3[CH:5]=[CH:6][CH:7]=[CH:8][C:3]=3[C:2]([F:1])([F:19])[F:20])=[O:12])[CH2:14][CH2:15]2)[CH:27]=[C:26]([C:28]2[CH:29]=[CH:30][CH:31]=[CH:32][CH:33]=2)[N:25]=1. (4) Given the reactants [C:1]([O:5][C:6]([NH:8][C@H:9]1[CH2:13][CH2:12][NH:11][CH2:10]1)=[O:7])([CH3:4])([CH3:3])[CH3:2].[CH:14]1[C:23]2[C:18](=[CH:19][CH:20]=[CH:21][CH:22]=2)[CH:17]=[CH:16][C:15]=1[CH:24]=O, predict the reaction product. The product is: [CH:14]1[C:23]2[C:18](=[CH:19][CH:20]=[CH:21][CH:22]=2)[CH:17]=[CH:16][C:15]=1[CH2:24][N:11]1[CH2:12][CH2:13][C@H:9]([NH:8][C:6]([O:5][C:1]([CH3:4])([CH3:2])[CH3:3])=[O:7])[CH2:10]1. (5) Given the reactants [CH:1]1([C:4]2[N:8]([C:9]([O:11][C:12]([CH3:15])([CH3:14])[CH3:13])=[O:10])[C:7]3[CH:16]=[C:17]([C:22]4[C:23]([CH3:28])=[N:24][O:25][C:26]=4[CH3:27])[CH:18]=[C:19]([CH:20]=[O:21])[C:6]=3[N:5]=2)[CH2:3][CH2:2]1.C(B([CH2:34][CH3:35])CC)C.[C:36]([O:40]O)(C)(C)C.[NH4+].[OH-].[OH:44]S(O)(=O)=O.O, predict the reaction product. The product is: [O:44]1[CH2:35][CH2:34][O:40][CH:36]1[CH:20]([OH:21])[C:19]1[C:6]2[N:5]=[C:4]([CH:1]3[CH2:2][CH2:3]3)[N:8]([C:9]([O:11][C:12]([CH3:15])([CH3:14])[CH3:13])=[O:10])[C:7]=2[CH:16]=[C:17]([C:22]2[C:23]([CH3:28])=[N:24][O:25][C:26]=2[CH3:27])[CH:18]=1.